This data is from Full USPTO retrosynthesis dataset with 1.9M reactions from patents (1976-2016). The task is: Predict the reactants needed to synthesize the given product. (1) Given the product [Cl:1][C:2]1[CH:3]=[C:4]([CH:9]2[CH2:10][N:11]([C:16]([CH:18]3[CH2:19][CH2:20][N:21]([C:24]([C:26]4([CH3:29])[CH2:27][CH2:28]4)=[O:25])[CH2:22][CH2:23]3)=[O:17])[CH2:12][CH:13]2[N:14]([CH3:15])[C:45](=[O:46])[C:44]2[CH:48]=[CH:49][C:41]([O:40][CH3:39])=[C:42]([C:50]([F:53])([F:52])[F:51])[CH:43]=2)[CH:5]=[CH:6][C:7]=1[Cl:8], predict the reactants needed to synthesize it. The reactants are: [Cl:1][C:2]1[CH:3]=[C:4]([CH:9]2[CH:13]([NH:14][CH3:15])[CH2:12][N:11]([C:16]([CH:18]3[CH2:23][CH2:22][N:21]([C:24]([C:26]4([CH3:29])[CH2:28][CH2:27]4)=[O:25])[CH2:20][CH2:19]3)=[O:17])[CH2:10]2)[CH:5]=[CH:6][C:7]=1[Cl:8].C(N(CC)C(C)C)(C)C.[CH3:39][O:40][C:41]1[CH:49]=[CH:48][C:44]([C:45](Cl)=[O:46])=[CH:43][C:42]=1[C:50]([F:53])([F:52])[F:51]. (2) Given the product [CH3:12][C@H:11]1[C:13](=[O:15])[O:14][C:16](=[O:17])[N:10]1[C@@H:4]([CH2:3][CH2:2][CH3:1])[C:5]([O:7][CH2:8][CH3:9])=[O:6], predict the reactants needed to synthesize it. The reactants are: [CH3:1][CH2:2][CH2:3][C@H:4]([NH:10][C@H:11]([C:13]([OH:15])=[O:14])[CH3:12])[C:5]([O:7][CH2:8][CH3:9])=[O:6].[C:16](N1C=CN=C1)(N1C=CN=C1)=[O:17]. (3) Given the product [CH3:13][O:14][C:2]1[N:11]=[C:10]2[C:5]([CH:6]=[CH:7][C:8](=[O:12])[NH:9]2)=[CH:4][CH:3]=1, predict the reactants needed to synthesize it. The reactants are: Cl[C:2]1[N:11]=[C:10]2[C:5]([CH:6]=[CH:7][C:8](=[O:12])[NH:9]2)=[CH:4][CH:3]=1.[CH3:13][O-:14].[Na+]. (4) Given the product [CH2:19]([O:21][P:22]([CH2:27][CH2:28][C@@H:7]1[C:6]([O:9][CH3:10])=[N:5][C@@H:4]([CH:11]([CH3:13])[CH3:12])[C:3]([O:2][CH3:1])=[N:8]1)([O:23][CH2:24][CH3:25])=[O:26])[CH3:20], predict the reactants needed to synthesize it. The reactants are: [CH3:1][O:2][C:3]1[C@H:4]([CH:11]([CH3:13])[CH3:12])[N:5]=[C:6]([O:9][CH3:10])[CH2:7][N:8]=1.C([Li])CCC.[CH2:19]([O:21][P:22]([CH2:27][CH2:28]Br)(=[O:26])[O:23][CH2:24][CH3:25])[CH3:20].C(O)(=O)C. (5) Given the product [NH:20]1[CH:21]=[CH:22][N:23]=[C:19]1[NH:18][C:1]([N:45]1[CH2:46][CH2:47][CH:42]([N:41]([CH2:48][C:49]2[C:54]([CH3:55])=[CH:53][CH:52]=[CH:51][N:50]=2)[CH2:40][C:35]2[C:34]([CH3:33])=[CH:39][CH:38]=[CH:37][N:36]=2)[CH2:43][CH2:44]1)=[O:2], predict the reactants needed to synthesize it. The reactants are: [C:1](N1C=CN=C1)(N1C=CN=C1)=[O:2].S(O)(O)(=O)=O.[NH2:18][C:19]1[NH:20][CH:21]=[CH:22][N:23]=1.CCN(C(C)C)C(C)C.[CH3:33][C:34]1[C:35]([CH2:40][N:41]([CH2:48][C:49]2[C:54]([CH3:55])=[CH:53][CH:52]=[CH:51][N:50]=2)[CH:42]2[CH2:47][CH2:46][NH:45][CH2:44][CH2:43]2)=[N:36][CH:37]=[CH:38][CH:39]=1. (6) Given the product [F:39][C:36]1[CH:35]=[CH:34][C:33]([C:7]2[O:8][C:9]3[CH:14]=[C:13]([N:15]([CH2:20][C:21]4[CH:26]=[CH:25][C:24]([O:27][CH3:28])=[CH:23][CH:22]=4)[S:16]([CH3:19])(=[O:18])=[O:17])[C:12]([O:29][CH:30]([CH3:32])[CH3:31])=[CH:11][C:10]=3[C:6]=2[C:2]2[NH:3][CH:4]=[CH:5][N:1]=2)=[CH:38][CH:37]=1, predict the reactants needed to synthesize it. The reactants are: [NH:1]1[CH2:5][CH2:4][N:3]=[C:2]1[C:6]1[C:10]2[CH:11]=[C:12]([O:29][CH:30]([CH3:32])[CH3:31])[C:13]([N:15]([CH2:20][C:21]3[CH:26]=[CH:25][C:24]([O:27][CH3:28])=[CH:23][CH:22]=3)[S:16]([CH3:19])(=[O:18])=[O:17])=[CH:14][C:9]=2[O:8][C:7]=1[C:33]1[CH:38]=[CH:37][C:36]([F:39])=[CH:35][CH:34]=1.C(=O)([O-])[O-].[K+].[K+].C(O)(=O)C.C(O)(=O)C.IC1C=CC=CC=1.C(=O)(O)[O-].[Na+].